This data is from Catalyst prediction with 721,799 reactions and 888 catalyst types from USPTO. The task is: Predict which catalyst facilitates the given reaction. (1) Reactant: [Cl:1][C:2]1[N:7]=[C:6]([CH3:8])[C:5]([C:9]#[CH:10])=[CH:4][CH:3]=1.C([Li])CCC.[CH3:16][C:17]([CH3:19])=[O:18]. Product: [Cl:1][C:2]1[N:7]=[C:6]([CH3:8])[C:5]([C:9]#[C:10][C:17]([CH3:19])([OH:18])[CH3:16])=[CH:4][CH:3]=1. The catalyst class is: 310. (2) Product: [CH3:1][N:2]1[C:10]2[C:5](=[CH:6][C:7]([C:33]([F:36])([F:35])[F:34])=[CH:8][C:9]=2[CH2:11][O:12][CH2:13][C:14]2([C:27]3[CH:32]=[CH:31][CH:30]=[CH:29][CH:28]=3)[CH2:15][CH2:16][NH:17][CH2:18][CH2:19]2)[CH:4]=[N:3]1. Reactant: [CH3:1][N:2]1[C:10]2[C:5](=[CH:6][C:7]([C:33]([F:36])([F:35])[F:34])=[CH:8][C:9]=2[CH2:11][O:12][CH2:13][C:14]2([C:27]3[CH:32]=[CH:31][CH:30]=[CH:29][CH:28]=3)[CH2:19][CH2:18][N:17](C(OC(C)(C)C)=O)[CH2:16][CH2:15]2)[CH:4]=[N:3]1. The catalyst class is: 55. (3) Reactant: [CH2:1]([C:3]1[CH:4]=[C:5]([OH:20])[CH:6]=[CH:7][C:8]=1[NH:9][C:10]1[N:15]=[CH:14][C:13]2[N:16]=[CH:17][N:18]([CH3:19])[C:12]=2[CH:11]=1)[CH3:2].C([O-])([O-])=O.[Cs+].[Cs+].Cl[CH2:28][C:29]#[N:30]. Product: [CH2:1]([C:3]1[CH:4]=[C:5]([CH:6]=[CH:7][C:8]=1[NH:9][C:10]1[N:15]=[CH:14][C:13]2[N:16]=[CH:17][N:18]([CH3:19])[C:12]=2[CH:11]=1)[O:20][CH2:28][C:29]#[N:30])[CH3:2]. The catalyst class is: 1. (4) Reactant: [NH2:1][CH2:2][C@@H:3]1[C@@H:11]([C@@:12]2([CH3:21])[CH2:17][CH2:16][C@H:15]([OH:18])[CH2:14][C@@H:13]2[CH2:19][OH:20])[CH2:10][CH2:9][C@@:8]2([CH3:22])[C@H:4]1[CH2:5][CH2:6][C:7]2=[CH2:23].[N+:24]([C:27]1[CH:34]=[CH:33][C:30]([CH:31]=O)=[CH:29][CH:28]=1)([O-:26])=[O:25].[BH4-].[Na+].C1COCC1. Product: [OH:20][CH2:19][C@@H:13]1[C@@:12]([CH3:21])([C@H:11]2[CH2:10][CH2:9][C@@:8]3([CH3:22])[C@@H:4]([CH2:5][CH2:6][C:7]3=[CH2:23])[C@@H:3]2[CH2:2][NH:1][CH2:31][C:30]2[CH:33]=[CH:34][C:27]([N+:24]([O-:26])=[O:25])=[CH:28][CH:29]=2)[CH2:17][CH2:16][C@H:15]([OH:18])[CH2:14]1. The catalyst class is: 5. (5) Reactant: C(=O)([O-])[O-].[K+].[K+].Cl.[NH2:8][C:9]([NH2:11])=[NH:10].[Cl:12][C:13]1[CH:31]=[CH:30][C:16]([O:17][CH:18]([C:24](=O)[C:25]([F:28])([F:27])[F:26])[C:19](OCC)=[O:20])=[CH:15][C:14]=1[C:32]([F:35])([F:34])[F:33].Cl. Product: [NH2:10][C:9]1[NH:11][C:19](=[O:20])[C:18]([O:17][C:16]2[CH:30]=[CH:31][C:13]([Cl:12])=[C:14]([C:32]([F:33])([F:34])[F:35])[CH:15]=2)=[C:24]([C:25]([F:28])([F:26])[F:27])[N:8]=1. The catalyst class is: 38.